This data is from Full USPTO retrosynthesis dataset with 1.9M reactions from patents (1976-2016). The task is: Predict the reactants needed to synthesize the given product. (1) Given the product [C:1]([O:5][C:6](=[O:38])[NH:7][CH:8]1[CH2:12][CH2:11][N:10]([C:13]2[CH:14]=[N:15][C:16]([NH:19][C:20]3[N:21]=[CH:22][C:23]4[C:29]([CH3:30])=[C:28]([C:51]([O:53][CH2:54][CH3:55])=[CH2:52])[C:27](=[O:32])[N:26]([CH:33]5[CH2:37][CH2:36][CH2:35][CH2:34]5)[C:24]=4[N:25]=3)=[CH:17][CH:18]=2)[CH2:9]1)([CH3:4])([CH3:3])[CH3:2], predict the reactants needed to synthesize it. The reactants are: [C:1]([O:5][C:6](=[O:38])[NH:7][CH:8]1[CH2:12][CH2:11][N:10]([C:13]2[CH:14]=[N:15][C:16]([NH:19][C:20]3[N:21]=[CH:22][C:23]4[C:29]([CH3:30])=[C:28](Br)[C:27](=[O:32])[N:26]([CH:33]5[CH2:37][CH2:36][CH2:35][CH2:34]5)[C:24]=4[N:25]=3)=[CH:17][CH:18]=2)[CH2:9]1)([CH3:4])([CH3:3])[CH3:2].C1(C)C=CC=CC=1.C([Sn](CCCC)(CCCC)[C:51]([O:53][CH2:54][CH3:55])=[CH2:52])CCC. (2) The reactants are: [O:1]([C:8]1[CH:13]=[CH:12][C:11]([NH:14][C:15]([C:17]2[NH:18][C:19]3[C:24]([CH:25]=2)=[CH:23][C:22]([Cl:26])=[CH:21][C:20]=3[N+:27]([O-])=O)=[O:16])=[CH:10][CH:9]=1)[C:2]1[CH:7]=[CH:6][CH:5]=[CH:4][CH:3]=1.CO.O.[Cl-].[NH4+]. Given the product [O:1]([C:8]1[CH:9]=[CH:10][C:11]([NH:14][C:15]([C:17]2[NH:18][C:19]3[C:24]([CH:25]=2)=[CH:23][C:22]([Cl:26])=[CH:21][C:20]=3[NH2:27])=[O:16])=[CH:12][CH:13]=1)[C:2]1[CH:7]=[CH:6][CH:5]=[CH:4][CH:3]=1, predict the reactants needed to synthesize it. (3) Given the product [Cl:13][C:12]1[CH:11]=[CH:10][C:6]([C:7]([OH:9])=[O:8])=[CH:5][C:4]=1[N:1]1[CH:15]=[C:14]([C:16]2[CH:17]=[N:18][CH:19]=[CH:20][CH:21]=2)[N:3]=[N:2]1, predict the reactants needed to synthesize it. The reactants are: [N:1]([C:4]1[CH:5]=[C:6]([CH:10]=[CH:11][C:12]=1[Cl:13])[C:7]([OH:9])=[O:8])=[N+:2]=[N-:3].[C:14]([C:16]1[CH:17]=[N:18][CH:19]=[CH:20][CH:21]=1)#[CH:15].ClC1N=CC(C2N=NN(C3C=C(C=CC=3C)C(O)=O)C=2)=CC=1. (4) The reactants are: [O:1]=[C:2]1[C:7]([CH2:8][C:9]2[CH:14]=[CH:13][C:12]([C:15]3[C:16]([C:21]#[N:22])=[CH:17][CH:18]=[CH:19][CH:20]=3)=[CH:11][CH:10]=2)=[C:6]([CH2:23][CH2:24][CH3:25])[N:5]2[N:26]=[CH:27][N:28]=[C:4]2[N:3]1[CH:29]1[CH2:34][CH2:33][NH:32][CH2:31][CH2:30]1.Br[CH2:36][C:37]([O:39][CH2:40]C)=[O:38].C(=O)([O-])[O-].[K+].[K+].CN(C)C=O. Given the product [CH3:40][O:39][C:37](=[O:38])[CH2:36][N:32]1[CH2:31][CH2:30][CH:29]([N:3]2[C:2](=[O:1])[C:7]([CH2:8][C:9]3[CH:10]=[CH:11][C:12]([C:15]4[CH:20]=[CH:19][CH:18]=[CH:17][C:16]=4[C:21]#[N:22])=[CH:13][CH:14]=3)=[C:6]([CH2:23][CH2:24][CH3:25])[N:5]3[N:26]=[CH:27][N:28]=[C:4]23)[CH2:34][CH2:33]1, predict the reactants needed to synthesize it. (5) Given the product [C:1]([OH:4])(=[O:3])[CH3:2].[OH:5][C@H:6]1[CH2:30][CH2:29][C@@:28]2([CH3:31])[C@H:8]([CH2:9][CH2:10][C@@H:11]3[C:27]2=[CH:26][C:25](=[O:3])[C@@:24]2([CH3:32])[C@H:12]3[CH2:13][CH2:14][C@@H:15]2[C@H:16]([CH3:23])[CH2:17][CH2:18][C:19]([O:21][CH3:22])=[O:20])[CH2:7]1, predict the reactants needed to synthesize it. The reactants are: [C:1]([OH:4])(=[O:3])[CH3:2].[OH:5][C@H:6]1[CH2:30][CH2:29][C@@:28]2([CH3:31])[C@H:8]([CH2:9][CH2:10][C@@H:11]3[C:27]2=[CH:26][CH2:25][C@@:24]2([CH3:32])[C@H:12]3[CH2:13][CH2:14][C@@H:15]2[C@H:16]([CH3:23])[CH2:17][CH2:18][C:19]([O:21][CH3:22])=[O:20])[CH2:7]1. (6) Given the product [F:31][C:32]([F:37])([F:36])[C:33]([OH:35])=[O:34].[NH2:7][CH2:8][CH2:9][NH:10][C:11]1[N:12]=[N:13][C:14]([C:28]#[N:29])=[C:15]([N:17]2[CH2:23][CH2:22][C:21]3[CH:24]=[CH:25][CH:26]=[CH:27][C:20]=3[CH2:19][CH2:18]2)[N:16]=1, predict the reactants needed to synthesize it. The reactants are: C(OC(=O)[NH:7][CH2:8][CH2:9][NH:10][C:11]1[N:12]=[N:13][C:14]([C:28]#[N:29])=[C:15]([N:17]2[CH2:23][CH2:22][C:21]3[CH:24]=[CH:25][CH:26]=[CH:27][C:20]=3[CH2:19][CH2:18]2)[N:16]=1)(C)(C)C.[F:31][C:32]([F:37])([F:36])[C:33]([OH:35])=[O:34]. (7) The reactants are: [CH:1]1([CH2:7][CH2:8][O:9][C:10]2[CH:11]=[C:12]([CH:32]=[CH:33][CH:34]=2)[C:13]([N:15]2[CH2:20][CH2:19][N:18]([C:21]([NH:23][C:24]3[CH:25]=[N:26][CH:27]=[C:28]([CH2:30][OH:31])[CH:29]=3)=[O:22])[CH2:17][CH2:16]2)=[O:14])[CH2:6][CH2:5][CH2:4][CH2:3][CH2:2]1.[ClH:35].CCOC(C)=O. Given the product [ClH:35].[CH:1]1([CH2:7][CH2:8][O:9][C:10]2[CH:11]=[C:12]([CH:32]=[CH:33][CH:34]=2)[C:13]([N:15]2[CH2:20][CH2:19][N:18]([C:21]([NH:23][C:24]3[CH:25]=[N:26][CH:27]=[C:28]([CH2:30][OH:31])[CH:29]=3)=[O:22])[CH2:17][CH2:16]2)=[O:14])[CH2:6][CH2:5][CH2:4][CH2:3][CH2:2]1, predict the reactants needed to synthesize it. (8) Given the product [O:44]1[CH2:45][CH:46]=[C:47]([C:2]2[CH:3]=[C:4]3[C:9](=[CH:10][CH:11]=2)[N:8]=[CH:7][CH:6]=[C:5]3[NH:12][C:13]([NH:15][C:16]2[CH:21]=[N:20][CH:19]=[CH:18][N:17]=2)=[O:14])[CH2:48][CH2:49]1, predict the reactants needed to synthesize it. The reactants are: Br[C:2]1[CH:3]=[C:4]2[C:9](=[CH:10][CH:11]=1)[N:8]=[CH:7][CH:6]=[C:5]2[NH:12][C:13]([NH:15][C:16]1[CH:21]=[N:20][CH:19]=[CH:18][N:17]=1)=[O:14].CC1(C)C(C)(C)OB(C2CCN(C(OC(C)(C)C)=O)CC=2)O1.[O:44]1[CH2:49][CH:48]=[C:47](B2OC(C)(C)C(C)(C)O2)[CH2:46][CH2:45]1. (9) Given the product [Cl:1][C:2]1[CH:3]=[C:4]([NH:10][C:11]2[CH:12]=[CH:13][C:14]([CH:17]3[CH2:21][CH2:20][N:19]([CH3:22])[CH2:18]3)=[CH:15][N:16]=2)[C:5](=[O:9])[N:6]([CH3:8])[N:7]=1, predict the reactants needed to synthesize it. The reactants are: [Cl:1][C:2]1[CH:3]=[C:4]([NH:10][C:11]2[N:16]=[CH:15][C:14]([CH:17]3[CH2:21][CH2:20][N:19]([C:22](OC(C)(C)C)=O)[CH2:18]3)=[CH:13][CH:12]=2)[C:5](=[O:9])[N:6]([CH3:8])[N:7]=1.O.